Dataset: Catalyst prediction with 721,799 reactions and 888 catalyst types from USPTO. Task: Predict which catalyst facilitates the given reaction. (1) Reactant: [H-].[Na+].[OH:3][C:4]1[C:9]2[CH2:10][O:11][C@:12]3([CH3:24])[C@H:16]([C:8]=2[CH:7]=[CH:6][CH:5]=1)[CH2:15][N:14]([C:17]([O:19][C:20]([CH3:23])([CH3:22])[CH3:21])=[O:18])[CH2:13]3.I[CH2:26][CH3:27]. Product: [CH2:26]([O:3][C:4]1[C:9]2[CH2:10][O:11][C@:12]3([CH3:24])[C@H:16]([C:8]=2[CH:7]=[CH:6][CH:5]=1)[CH2:15][N:14]([C:17]([O:19][C:20]([CH3:23])([CH3:22])[CH3:21])=[O:18])[CH2:13]3)[CH3:27]. The catalyst class is: 3. (2) Reactant: [CH2:1]([C:5]1[N:9]([C:10]2[CH:15]=[CH:14][CH:13]=[CH:12][CH:11]=2)[N:8]=[C:7]([CH:16]=[N:17]O)[CH:6]=1)[CH:2]([CH3:4])[CH3:3].[H-].[Al+3].[Li+].[H-].[H-].[H-].CCCCCC.CCOC(C)=O. Product: [CH2:1]([C:5]1[N:9]([C:10]2[CH:15]=[CH:14][CH:13]=[CH:12][CH:11]=2)[N:8]=[C:7]([CH2:16][NH2:17])[CH:6]=1)[CH:2]([CH3:4])[CH3:3]. The catalyst class is: 469. (3) Reactant: [BH4-].[Na+].[C:3]1([C:9]2([CH:14]=[O:15])[CH2:13][CH2:12][CH2:11][CH2:10]2)[CH:8]=[CH:7][CH:6]=[CH:5][CH:4]=1. Product: [C:3]1([C:9]2([CH2:14][OH:15])[CH2:13][CH2:12][CH2:11][CH2:10]2)[CH:8]=[CH:7][CH:6]=[CH:5][CH:4]=1. The catalyst class is: 5. (4) Reactant: [CH3:1][O:2][C:3]1[CH:8]=[CH:7][C:6]([NH:9][CH:10]2[CH2:15][CH2:14][N:13]([CH2:16][C:17]3[CH:22]=[CH:21][N:20]=[C:19]([C:23]4[CH:28]=[C:27]([O:29][CH3:30])[C:26]([O:31][CH3:32])=[C:25]([O:33][CH3:34])[CH:24]=4)[CH:18]=3)[CH2:12][CH2:11]2)=[CH:5][CH:4]=1.[Cl:35][CH2:36][C:37]1[C:38]([C:43]2[CH:48]=[C:47]([O:49][CH3:50])[C:46]([O:51][CH3:52])=[C:45]([O:53][CH3:54])[CH:44]=2)=[N:39][CH:40]=[CH:41][CH:42]=1.C(=O)([O-])[O-].[K+].[K+].[I-].[K+]. Product: [ClH:35].[ClH:35].[ClH:35].[CH3:1][O:2][C:3]1[CH:8]=[CH:7][C:6]([N:9]([CH:10]2[CH2:11][CH2:12][N:13]([CH2:16][C:17]3[CH:22]=[CH:21][N:20]=[C:19]([C:23]4[CH:24]=[C:25]([O:33][CH3:34])[C:26]([O:31][CH3:32])=[C:27]([O:29][CH3:30])[CH:28]=4)[CH:18]=3)[CH2:14][CH2:15]2)[CH2:36][C:37]2[C:38]([C:43]3[CH:48]=[C:47]([O:49][CH3:50])[C:46]([O:51][CH3:52])=[C:45]([O:53][CH3:54])[CH:44]=3)=[N:39][CH:40]=[CH:41][CH:42]=2)=[CH:5][CH:4]=1. The catalyst class is: 10.